From a dataset of Full USPTO retrosynthesis dataset with 1.9M reactions from patents (1976-2016). Predict the reactants needed to synthesize the given product. (1) The reactants are: C[O:2][C:3](=[O:35])[C:4]([O:7][C:8]1[CH:13]=[C:12]([Cl:14])[C:11]([O:15][CH2:16][C:17]2[N:18]([CH3:33])[N:19]=[C:20]([C:22]3[CH:27]=[CH:26][C:25]([O:28][C:29]([F:32])([F:31])[F:30])=[CH:24][CH:23]=3)[CH:21]=2)=[CH:10][C:9]=1[Cl:34])([CH3:6])[CH3:5].[Li+].[OH-]. Given the product [Cl:34][C:9]1[CH:10]=[C:11]([O:15][CH2:16][C:17]2[N:18]([CH3:33])[N:19]=[C:20]([C:22]3[CH:27]=[CH:26][C:25]([O:28][C:29]([F:30])([F:31])[F:32])=[CH:24][CH:23]=3)[CH:21]=2)[C:12]([Cl:14])=[CH:13][C:8]=1[O:7][C:4]([CH3:5])([CH3:6])[C:3]([OH:35])=[O:2], predict the reactants needed to synthesize it. (2) Given the product [Br:1][C:2]1[CH:11]=[C:10]2[C:5]([CH:6]=[C:7]([N:20]3[CH2:21][CH2:22][N:17]([CH2:16][CH2:15][OH:14])[CH2:18][CH2:19]3)[NH:8][C:9]2=[O:12])=[CH:4][CH:3]=1, predict the reactants needed to synthesize it. The reactants are: [Br:1][C:2]1[CH:11]=[C:10]2[C:5]([CH:6]=[C:7](Cl)[NH:8][C:9]2=[O:12])=[CH:4][CH:3]=1.[OH:14][CH2:15][CH2:16][N:17]1[CH2:22][CH2:21][NH:20][CH2:19][CH2:18]1.